This data is from TCR-epitope binding with 47,182 pairs between 192 epitopes and 23,139 TCRs. The task is: Binary Classification. Given a T-cell receptor sequence (or CDR3 region) and an epitope sequence, predict whether binding occurs between them. (1) The epitope is KLSYGIATV. The TCR CDR3 sequence is CASSQDELAGEQYF. Result: 1 (the TCR binds to the epitope). (2) The epitope is KAYNVTQAF. The TCR CDR3 sequence is CASSLGGDTYEQYF. Result: 0 (the TCR does not bind to the epitope). (3) The epitope is FTYASALWEI. The TCR CDR3 sequence is CASSYHPNTEAFF. Result: 0 (the TCR does not bind to the epitope). (4) The epitope is WICLLQFAY. The TCR CDR3 sequence is CASSQEFPGGGDGELFF. Result: 1 (the TCR binds to the epitope). (5) The epitope is NEGVKAAW. The TCR CDR3 sequence is CSVEWINQETQYF. Result: 0 (the TCR does not bind to the epitope). (6) The epitope is YFPLQSYGF. The TCR CDR3 sequence is CASSYLASGTYEQYF. Result: 1 (the TCR binds to the epitope). (7) The epitope is GTSGSPIIDK. The TCR CDR3 sequence is CASSLRTSGYEQYF. Result: 0 (the TCR does not bind to the epitope). (8) Result: 0 (the TCR does not bind to the epitope). The TCR CDR3 sequence is CASNRITYEQYF. The epitope is QARQMVQAMRTIGTHP. (9) The epitope is TPQDLNTML. Result: 1 (the TCR binds to the epitope). The TCR CDR3 sequence is CASSQGSLSEAFF.